The task is: Predict the reaction yield, written as a fraction of the theoretical maximum amount of product (1.0 means a 100% yield; for example, 0.34 means a 34% yield).. This data is from Reaction yield outcomes from USPTO patents with 853,638 reactions. (1) The yield is 0.750. The catalyst is CN(C=O)C. The product is [NH2:1][C:2]1[O:3][CH:4]=[C:5]([C:7]([NH:33][C@H:34]([CH:53]([CH3:55])[CH3:54])[C:35]([N:37]2[CH2:42][CH2:41][C@@:40]([C:44]3[CH:45]=[CH:46][C:47]([Cl:50])=[CH:48][CH:49]=3)([OH:43])[C:39]([CH3:51])([CH3:52])[CH2:38]2)=[O:36])=[O:9])[N:6]=1. The reactants are [NH2:1][C:2]1[O:3][CH:4]=[C:5]([C:7]([O-:9])=O)[N:6]=1.[Na+].C1C=CC2N(O)N=NC=2C=1.CCN=C=NCCCN(C)C.Cl.[NH2:33][C@H:34]([CH:53]([CH3:55])[CH3:54])[C:35]([N:37]1[CH2:42][CH2:41][C@@:40]([C:44]2[CH:49]=[CH:48][C:47]([Cl:50])=[CH:46][CH:45]=2)([OH:43])[C:39]([CH3:52])([CH3:51])[CH2:38]1)=[O:36]. (2) The reactants are [O:1]([C:8]1[CH:9]=[C:10]([CH:12]=[CH:13][CH:14]=1)[NH2:11])[C:2]1[CH:7]=[CH:6][CH:5]=[CH:4][CH:3]=1.[F:15][C:16]([F:21])([F:20])[CH:17]1[O:19][CH2:18]1. No catalyst specified. The product is [O:1]([C:8]1[CH:9]=[C:10]([NH:11][CH2:18][CH:17]([OH:19])[C:16]([F:21])([F:20])[F:15])[CH:12]=[CH:13][CH:14]=1)[C:2]1[CH:3]=[CH:4][CH:5]=[CH:6][CH:7]=1. The yield is 0.710. (3) The reactants are Cl.[CH3:2][O:3][C:4]1[CH:5]=[C:6]([NH:10][NH2:11])[CH:7]=[CH:8][CH:9]=1.[C:12]([CH2:18][C:19]#[N:20])(=O)[C:13]([CH3:16])([CH3:15])[CH3:14]. The catalyst is C1(C)C=CC=CC=1. The product is [C:13]([C:12]1[CH:18]=[C:19]([NH2:20])[N:10]([C:6]2[CH:7]=[CH:8][CH:9]=[C:4]([O:3][CH3:2])[CH:5]=2)[N:11]=1)([CH3:16])([CH3:15])[CH3:14]. The yield is 0.890. (4) The reactants are [CH3:1][O:2][C:3](=[O:22])[CH:4]([C:11]1[CH:16]=[CH:15][C:14](F)=[C:13]([C:18]([F:21])([F:20])[F:19])[CH:12]=1)[CH2:5][CH:6]1[CH2:10][CH2:9][CH2:8][CH2:7]1.[CH3:23][S-:24].[Na+].Cl. The catalyst is CN(C)C=O. The product is [CH3:1][O:2][C:3](=[O:22])[CH:4]([C:11]1[CH:16]=[CH:15][C:14]([S:24][CH3:23])=[C:13]([C:18]([F:21])([F:20])[F:19])[CH:12]=1)[CH2:5][CH:6]1[CH2:10][CH2:9][CH2:8][CH2:7]1. The yield is 0.355. (5) The reactants are [C:1]1([N:7]2[CH2:12][CH2:11][N:10]([CH2:13][CH2:14][NH2:15])[CH2:9][CH2:8]2)[CH:6]=[CH:5][CH:4]=[CH:3][CH:2]=1.CCN(CC)CC.[N+:23]([C:26]1[CH:31]=[CH:30][C:29]([CH2:32][C:33](Cl)=[O:34])=[CH:28][CH:27]=1)([O-:25])=[O:24]. The catalyst is C(Cl)Cl. The product is [N+:23]([C:26]1[CH:27]=[CH:28][C:29]([CH2:32][C:33]([NH:15][CH2:14][CH2:13][N:10]2[CH2:9][CH2:8][N:7]([C:1]3[CH:2]=[CH:3][CH:4]=[CH:5][CH:6]=3)[CH2:12][CH2:11]2)=[O:34])=[CH:30][CH:31]=1)([O-:25])=[O:24]. The yield is 0.890. (6) The reactants are [N:1]([CH2:4][CH2:5][C@@:6]([CH3:16])([S:12]([CH3:15])(=[O:14])=[O:13])[C:7]([O:9]CC)=[O:8])=[N+:2]=[N-:3].[Li+].[OH-]. The catalyst is O. The product is [N:1]([CH2:4][CH2:5][C@@:6]([CH3:16])([S:12]([CH3:15])(=[O:14])=[O:13])[C:7]([OH:9])=[O:8])=[N+:2]=[N-:3]. The yield is 0.350. (7) The reactants are ClC1C=C(C=C(Cl)C=1)C(NN)=O.[Cl:13][C:14]1[CH:15]=[C:16]([CH:25]=[C:26]([Cl:28])[CH:27]=1)[C:17]([NH:19][NH:20][C:21](=[O:24])[CH2:22][Cl:23])=O.C([O-])([O-])=O.[K+].[K+]. The catalyst is CN(C=O)C. The product is [Cl:23][CH2:22][C:21]1[O:24][C:17]([C:16]2[CH:15]=[C:14]([Cl:13])[CH:27]=[C:26]([Cl:28])[CH:25]=2)=[N:19][N:20]=1. The yield is 0.500. (8) The reactants are [CH2:1]([O:3][C:4]([C:6]1[CH:7]=[C:8]2[C:13](=[CH:14][CH:15]=1)[NH:12][CH:11]([C:16]1[CH:21]=[CH:20][CH:19]=[C:18](Br)[CH:17]=1)[C:10]([CH3:24])([CH3:23])[CH2:9]2)=[O:5])[CH3:2].[C:25]([C:28]1[CH:33]=[CH:32][C:31](B(O)O)=[CH:30][CH:29]=1)([OH:27])=[O:26].C(=O)([O-])[O-].[Na+].[Na+].O. The catalyst is O1CCOCC1.C(OCC)(=O)C.C1C=CC([P]([Pd]([P](C2C=CC=CC=2)(C2C=CC=CC=2)C2C=CC=CC=2)([P](C2C=CC=CC=2)(C2C=CC=CC=2)C2C=CC=CC=2)[P](C2C=CC=CC=2)(C2C=CC=CC=2)C2C=CC=CC=2)(C2C=CC=CC=2)C2C=CC=CC=2)=CC=1. The product is [CH2:1]([O:3][C:4]([C:6]1[CH:7]=[C:8]2[C:13](=[CH:14][CH:15]=1)[NH:12][CH:11]([C:16]1[CH:17]=[C:18]([C:31]3[CH:32]=[CH:33][C:28]([C:25]([OH:27])=[O:26])=[CH:29][CH:30]=3)[CH:19]=[CH:20][CH:21]=1)[C:10]([CH3:24])([CH3:23])[CH2:9]2)=[O:5])[CH3:2]. The yield is 0.800.